Regression. Given two drug SMILES strings and cell line genomic features, predict the synergy score measuring deviation from expected non-interaction effect. From a dataset of NCI-60 drug combinations with 297,098 pairs across 59 cell lines. (1) Cell line: HS 578T. Synergy scores: CSS=38.5, Synergy_ZIP=7.36, Synergy_Bliss=7.99, Synergy_Loewe=-15.2, Synergy_HSA=3.56. Drug 2: CN(CCCl)CCCl.Cl. Drug 1: C1=CC(=C2C(=C1NCCNCCO)C(=O)C3=C(C=CC(=C3C2=O)O)O)NCCNCCO. (2) Drug 1: CCCS(=O)(=O)NC1=C(C(=C(C=C1)F)C(=O)C2=CNC3=C2C=C(C=N3)C4=CC=C(C=C4)Cl)F. Drug 2: CC12CCC3C(C1CCC2OP(=O)(O)O)CCC4=C3C=CC(=C4)OC(=O)N(CCCl)CCCl.[Na+]. Cell line: HCT-15. Synergy scores: CSS=-0.711, Synergy_ZIP=-4.08, Synergy_Bliss=-9.45, Synergy_Loewe=-11.8, Synergy_HSA=-12.7. (3) Drug 1: C1=NC(=NC(=O)N1C2C(C(C(O2)CO)O)O)N. Drug 2: CC1C(C(CC(O1)OC2CC(CC3=C2C(=C4C(=C3O)C(=O)C5=CC=CC=C5C4=O)O)(C(=O)C)O)N)O. Cell line: SN12C. Synergy scores: CSS=41.1, Synergy_ZIP=-2.00, Synergy_Bliss=-0.934, Synergy_Loewe=-9.13, Synergy_HSA=0.215. (4) Drug 1: C1=CN(C=N1)CC(O)(P(=O)(O)O)P(=O)(O)O. Drug 2: CC(C)(C#N)C1=CC(=CC(=C1)CN2C=NC=N2)C(C)(C)C#N. Cell line: LOX IMVI. Synergy scores: CSS=-0.208, Synergy_ZIP=4.47, Synergy_Bliss=6.27, Synergy_Loewe=1.25, Synergy_HSA=0.635.